From a dataset of Full USPTO retrosynthesis dataset with 1.9M reactions from patents (1976-2016). Predict the reactants needed to synthesize the given product. (1) Given the product [Br:12][C:13]1[CH:14]=[C:15]([NH:20][CH2:10][CH2:9][OH:11])[CH:16]=[CH:17][C:18]=1[CH3:19], predict the reactants needed to synthesize it. The reactants are: C(N(CC)CC)C.Br[CH:9]([OH:11])[CH3:10].[Br:12][C:13]1[CH:14]=[C:15]([NH2:20])[CH:16]=[CH:17][C:18]=1[CH3:19].O. (2) Given the product [CH3:1][O:2][C:3]([C@H:5]1[C@H:9]([NH:22][C:25]([O:48][C:44]([CH3:47])([CH3:46])[CH3:45])=[O:34])[CH2:8][N:7]([CH2:13][C:14]2[CH:15]=[CH:16][CH:17]=[CH:18][CH:19]=2)[CH2:6]1)=[O:4], predict the reactants needed to synthesize it. The reactants are: [CH3:1][O:2][C:3]([C@@H:5]1[C@@H:9](C(O)=O)[CH2:8][N:7]([CH2:13][C:14]2[CH:19]=[CH:18][CH:17]=[CH:16][CH:15]=2)[CH2:6]1)=[O:4].CC[N:22]([CH2:25]C)CC.C1C=CC(P(N=[N+]=[N-])(C2C=CC=CC=2)=[O:34])=CC=1.[C:44]([OH:48])([CH3:47])([CH3:46])[CH3:45]. (3) Given the product [CH2:48]([C:47]1[N:52]=[C:40]([OH:42])[C:38]2[C:37](=[CH:36][C:35]([O:45][CH3:46])=[C:34]([O:33][CH3:32])[CH:39]=2)[N:44]=1)[CH:49]([CH3:51])[CH3:50], predict the reactants needed to synthesize it. The reactants are: C1(C2N=C(N3CCN(C4C=CC=CC=4OC)CC3)C3C(=CC(OC)=C(OC)C=3)N=2)CC1.[CH3:32][O:33][C:34]1[CH:39]=[C:38]([C:40]([O:42]C)=O)[C:37]([NH2:44])=[CH:36][C:35]=1[O:45][CH3:46].[C:47](#[N:52])[CH2:48][CH:49]([CH3:51])[CH3:50]. (4) Given the product [CH3:22][C:5]([CH:7]1[CH2:8][CH2:9][N:10]([C:13]2[CH:18]=[CH:17][C:16]([N+:19]([O-:21])=[O:20])=[CH:15][N:14]=2)[CH2:11][CH2:12]1)([CH3:6])[C:4]([OH:23])=[O:3], predict the reactants needed to synthesize it. The reactants are: C([O:3][C:4](=[O:23])[C:5]([CH3:22])([CH:7]1[CH2:12][CH2:11][N:10]([C:13]2[CH:18]=[CH:17][C:16]([N+:19]([O-:21])=[O:20])=[CH:15][N:14]=2)[CH2:9][CH2:8]1)[CH3:6])C.[OH-].[Na+]. (5) Given the product [F:1][C:2]1[CH:3]=[CH:4][C:5]([NH:8][C:9]2[C:10]([C:23]([O:25][CH3:26])=[O:24])=[N:11][CH:12]=[C:13]([CH2:15][C:16]3[CH:21]=[CH:20][C:19]([F:22])=[CH:18][CH:17]=3)[CH:14]=2)=[CH:6][CH:7]=1, predict the reactants needed to synthesize it. The reactants are: [F:1][C:2]1[CH:7]=[CH:6][C:5]([NH:8][C:9]2[C:10]([C:23]([OH:25])=[O:24])=[N:11][CH:12]=[C:13]([CH2:15][C:16]3[CH:21]=[CH:20][C:19]([F:22])=[CH:18][CH:17]=3)[CH:14]=2)=[CH:4][CH:3]=1.[CH3:26]N(C=O)C.C(=O)([O-])[O-].[K+].[K+].O. (6) Given the product [Br:12][C:13]1[CH:21]=[CH:20][C:16]([C:17]([NH:1][C:2]2[C:10]([OH:11])=[CH:9][CH:8]=[CH:7][C:3]=2[C:4]([OH:6])=[O:5])=[O:18])=[CH:15][CH:14]=1, predict the reactants needed to synthesize it. The reactants are: [NH2:1][C:2]1[C:10]([OH:11])=[CH:9][CH:8]=[CH:7][C:3]=1[C:4]([OH:6])=[O:5].[Br:12][C:13]1[CH:21]=[CH:20][C:16]([C:17](Cl)=[O:18])=[CH:15][CH:14]=1. (7) Given the product [Cl:1][C:2]1[C:10]([S:23][CH2:22][CH2:21][O:20][CH3:19])=[C:9]([S:12]([CH3:15])(=[O:14])=[O:13])[CH:8]=[CH:7][C:3]=1[C:4]([OH:6])=[O:5], predict the reactants needed to synthesize it. The reactants are: [Cl:1][C:2]1[C:10](F)=[C:9]([S:12]([CH3:15])(=[O:14])=[O:13])[CH:8]=[CH:7][C:3]=1[C:4]([OH:6])=[O:5].[H-].[Na+].[Na].[CH3:19][O:20][CH2:21][CH2:22][SH:23].